From a dataset of hERG potassium channel inhibition data for cardiac toxicity prediction from Karim et al.. Regression/Classification. Given a drug SMILES string, predict its toxicity properties. Task type varies by dataset: regression for continuous values (e.g., LD50, hERG inhibition percentage) or binary classification for toxic/non-toxic outcomes (e.g., AMES mutagenicity, cardiotoxicity, hepatotoxicity). Dataset: herg_karim. (1) The drug is O=C(O)c1cnc2c(N3CCN(CCc4ccc(OCCCN5CCCCCC5)cc4)CC3)cccc2c1. The result is 0 (non-blocker). (2) The drug is Cn1c(=O)n(Cc2nccc3ccccc23)c(=O)c2c1c(C#N)c(N1CCCC(N)C1)n2Cc1ccccc1. The result is 1 (blocker). (3) The result is 0 (non-blocker). The molecule is C[C@@H](N[C@@H]1CC[C@@H](C(=O)N2CCC(C(=O)N3CCCC3)(c3ccccc3)CC2)C(C)(C)C1)c1ccccc1.